Dataset: Drug-target binding data from BindingDB using IC50 measurements. Task: Regression. Given a target protein amino acid sequence and a drug SMILES string, predict the binding affinity score between them. We predict pIC50 (pIC50 = -log10(IC50 in M); higher means more potent). Dataset: bindingdb_ic50. (1) The compound is N=C(NCCCCCCCCN1CCCCCCCCNC(=N)NC1=O)NCC1CC1. The pIC50 is 3.9. The target protein sequence is MLGFLGKSMALLAALQATLTSATPVSTNDVSVEKRASGYTNAVYFTNWGIYGRNFQPQDLVASDITHVIYPFMNFQADGTVVSGDAYADYQKHYSDDSWNDVGNNAYGCVKQLFKLKKANRNLKVMLSIGGWTWSTNFPSAASTDANRKNFAKTAITFMKDWGFDGIDVDWEYPADDTQATNMVLLLKEIRSQLDAYAAQYAPGYHFLLSIAAPAGPEHYSALHMADLGQVLDYVNLMAYDYAGSWSSYSGHDANLFANPSNPNSSPYNTDQAIKAYINGGVPASKIVLGMPIYGRSFESTNGIGQTYNGIGSGSWENGIWDYKVLPKAGATVQYDSVAQAYYSYDSSSKELISFDTPDMVSKKVSYLKNLGLGGSMFWEASADKTGSDSLIGTSHRALGSLDSTQNLLSYPNSQYDNIRSGLN. (2) The small molecule is C=Cc1cc(O)cc2nc(-c3ccc(O)c(F)c3)oc12. The target protein (P19785) has sequence MTMTLHTKASGMALLHQIQGNELEPLNRPQLKMPMERALGEVYVDNSKPTVFNYPEGAAYEFNAAAAAAAAASAPVYGQSGIAYGPGSEAAAFSANSLGAFPQLNSVSPSPLMLLHPPPQLSPFLHPHGQQVPYYLENEPSAYAVRDTGPPAFYRSNSDNRRQNGRERLSSSNEKGNMIMESAKETRYCAVCNDYASGYHYGVWSCEGCKAFFKRSIQGHNDYMCPATNQCTIDKNRRKSCQACRLRKCYEVGMMKGGIRKDRRGGRMLKHKRQRDDLEGRNEMGASGDMRAANLWPSPLVIKHTKKNSPALSLTADQMVSALLDAEPPMIYSEYDPSRPFSEASMMGLLTNLADRELVHMINWAKRVPGFGDLNLHDQVHLLECAWLEILMIGLVWRSMEHPGKLLFAPNLLLDRNQGKCVEGMVEIFDMLLATSSRFRMMNLQGEEFVCLKSIILLNSGVYTFLSSTLKSLEEKDHIHRVLDKITDTLIHLMAKAGLT.... The pIC50 is 6.1. (3) The small molecule is N[C@@H](Cc1ccccc1)C(=O)NS(=O)(=O)OC[C@H]1O[C@@H](c2nc(-c3ccccc3)cs2)[C@H](O)[C@@H]1O. The target protein (P49588) has sequence MDSTLTASEIRQRFIDFFKRNEHTYVHSSATIPLDDPTLLFANAGMNQFKPIFLNTIDPSHPMAKLSRAANTQKCIRAGGKHNDLDDVGKDVYHHTFFEMLGSWSFGDYFKELACKMALELLTQEFGIPIERLYVTYFGGDEAAGLEADLECKQIWQNLGLDDTKILPGNMKDNFWEMGDTGPCGPCSEIHYDRIGGRDAAHLVNQDDPNVLEIWNLVFIQYNREADGILKPLPKKSIDTGMGLERLVSVLQNKMSNYDTDLFVPYFEAIQKGTGARPYTGKVGAEDADGIDMAYRVLADHARTITVALADGGRPDNTGRGYVLRRILRRAVRYAHEKLNASRGFFATLVDVVVQSLGDAFPELKKDPDMVKDIINEEEVQFLKTLSRGRRILDRKIQSLGDSKTIPGDTAWLLYDTYGFPVDLTGLIAEEKGLVVDMDGFEEERKLAQLKSQGKGAGGEDLIMLDIYAIEELRARGLEVTDDSPKYNYHLDSSGSYVFE.... The pIC50 is 4.0. (4) The drug is Cc1ccc(F)cc1C(=O)Nc1ccc(C(=O)N2Cc3cccn3Cc3ccccc32)cc1Cl. The target protein (P30518) has sequence MLMASTTSAVPGHPSLPSLPSNSSQERPLDTRDPLLARAELALLSIVFVAVALSNGLVLAALARRGRRGHWAPIHVFIGHLCLADLAVALFQVLPQLAWKATDRFRGPDALCRAVKYLQMVGMYASSYMILAMTLDRHRAICRPMLAYRHGSGAHWNRPVLVAWAFSLLLSLPQLFIFAQRNVEGGSGVTDCWACFAEPWGRRTYVTWIALMVFVAPTLGIAACQVLIFREIHASLVPGPSERPGGRRRGRRTGSPGEGAHVSAAVAKTVRMTLVIVVVYVLCWAPFFLVQLWAAWDPEAPLEGAPFVLLMLLASLNSCTNPWIYASFSSSVSSELRSLLCCARGRTPPSLGPQDESCTTASSSLAKDTSS. The pIC50 is 8.4. (5) The drug is CCCCCCCCC=CC(=O)CCCCCCC(=O)OCC. The target protein (P22281) has sequence MLATRNLVPIIRASIKWRIKLSALHYCMSDAETSEALLEDNSAYINNEKHNLFLEKIFSDYQPFKHDNRTQVSCSQHMRDYRPLLTLSSATRSVLFSLLASDMSIILSISPNTGILLCIGHLLASDIEDVVIVLSRGSPLVDLASTRIFKLAQNGTLRFAIKRTTFQELRFLRKSKDENVMEAATRGIITIRQLYYENKVLPLRFTGNVATHIEENLEFEEQITWRTHVDSSIFPNTRCAYPSGYGPSAKIPCLSHKPNDILAYTGSTLVGRVVSKLAPEQVMKKVTLESGGKSTMAVFIQHDVTWAVENTQFGVFDRQGQCCIAQSGYTVHRSTLSQIVENNLEKDPSYVLHVDTESDIRGPFILKIHFESIPRRINSAKAENSKVLCGGPRENSVYLYPTLSATLTDECRIMKEEVFAPIITILCVKTVDEAIQRGNNSKFGLAAYVTKENVHGIILSTALKTVKLFIICVHLASYQIPFGGNKNSGMGAELGKRALE.... The pIC50 is 3.4. (6) The small molecule is NS(=O)(=O)OCCOc1ccc(-n2ccnc2)cc1. The target protein (P18915) has sequence MITLLFLLVVGAQAQHEWTYSEGVLDEKHWRLQYPDCGGTRQSPIDLKMKKVRYNPSLRALNLTGYGLRQGEFPMTNNGHTVQISLPSSMRMTTSDGSQYLAKQMHFHWGGDSSEISGSEHTVDGMRYIIEIHVVHYHSKYGSYEEAQNEPDGLAVLAALVEVKDYAENTYYSNFISHLEDIRYAGQSTVLRDLDIQDMLPGDLRYYYSYLGSLTTPSCTENVHWFVVADTVKLSKTQIEKLENSLLNHQNETIQNNYRSTQPLNHRVVEANFVSHPHQEYTLGSKLHFYLNNIDQNLEYLRRFIEQKITKRKKEKYWP. The pIC50 is 7.6. (7) The drug is CN(C/C=C/C1CCCCC1)Cc1ccc2c(c1)CCCCC2.Cl. The target protein (O07855) has sequence MKIAVIGAGVTGLAAAARIASQGHEVTIFEKNNNVGGRMNQLKKDGFTFDMGPTIVMMPDVYKDVFTACGKNYEDYIELRQLRYIYDVYFDHDDRITVPTDLAELQQMLESIEPGSTHGFMSFLTDVYKKYEIARRYFLERTYRKPSDFYNMTSLVQGAKLKTLNHADQLIEHYIDNEKIQKLLAFQTLYIGIDPKRGPSLYSIIPMIEMMFGVHFIKGGMYGMAQGLAQLNKDLGVNIELNAEIEQIIIDPKFKRADAIKVNGDIRKFDKILCTADFPSVAESLMPDFAPIKKYPPHKIADLDYSCSAFLMYIGIDIDVTDQVRLHNVIFSDDFRGNIEEIFEGRLSYDPSIYVYVPAVADKSLAPEGKTGIYVLMPTPELKTGSGIDWSDEALTQQIKEIIYRKLATIEVFEDIKSHIVSETIFTPNDFEQTYHAKFGSAFGLMPTLAQSNYYRPQNVSRDYKDLYFAGASTHPGAGVPIVLTSAKITVDEMIKDIER.... The pIC50 is 5.0.